From a dataset of Experimentally validated miRNA-target interactions with 360,000+ pairs, plus equal number of negative samples. Binary Classification. Given a miRNA mature sequence and a target amino acid sequence, predict their likelihood of interaction. (1) The miRNA is hsa-miR-3064-5p with sequence UCUGGCUGUUGUGGUGUGCAA. The protein sequence of the target gene is MSSNLLPTLNSGGKVKDGSTKEDRPYKIFFRDLFLVKENEMAAKETEKFMNRNMKVYQKTTFSSRMKSHSYLSQLAFYPKRSGRSFEKFGPGPAPIPRLIEGSDTKRTVHEFINDQRDRFLLEYALSTKRNTIKKFEKDIAMRERQLKKAEKKLQDDALAFEEFLRENDQRSVDALKMAAQETINKLQMTAELKKASMEVQAVKSEIAKTEFLLREYMKYGFFLLQMSPKHWQIQQALKRAQASKSKANIILPKILAKLSLHSSNKEGILEESGRTAVLSEDASQGRDSQGKPSRSLTRT.... Result: 0 (no interaction). (2) The miRNA is hsa-miR-6839-5p with sequence UCUGGAUUGAAGAGACGACCCA. The protein sequence of the target gene is MLVLPSPCPQPLAFSSVETMEGPPRRTCRSPEPGPSSSIGSPQASSPPRPNHYLLIDTQGVPYTVLVDEESQREPGASGAPGQKKCYSCPVCSRVFEYMSYLQRHSITHSEVKPFECDICGKAFKRASHLARHHSIHLAGGGRPHGCPLCPRRFRDAGELAQHSRVHSGERPFQCPHCPRRFMEQNTLQKHTRWKHP. Result: 0 (no interaction). (3) Result: 0 (no interaction). The miRNA is mmu-miR-1897-5p with sequence CUUUGGAUGGAGAAAGAGGGGG. The protein sequence of the target gene is MSGAALGLEIVFVFFLALFLLHRYGDFKKQHRLVIIGTLLAWYLCFLIVFILPLDVSTTIYNRCRHAAANSSPPENTNVTGLDASVTPAPRQHPCFKPWSYIPDGIMPIFWRVVYWTSQFLTWILLPFMQSYARSGGFSITGKIKTALIENAIYYGTYLLIFGAFLIYVAVNPRLHLEWNQLQTIGIAAANTWGLFLLVLLLGYGLVEIPRSYWNGAKRGYLLMKTYFKAAKLMTEKADAEENLEDVMEEVRKVNESIKYNHPLRKCVDTILKKCPTDYQEKMGRNMDDYEDFDEKRNTY.... (4) The miRNA is hsa-miR-199a-5p with sequence CCCAGUGUUCAGACUACCUGUUC. The protein sequence of the target gene is MQLTHQLDLFPECRVTLLLFKDVKNAGDLRRKAMEGTIDGSLINPTVIVDPFQILVAANKAVHLYKLGKMKTRTLSTEIIFNLSPNNNISEALKKFGISANDTSILIVYIEEGEKQINQEYLISQVEGHQVSLKNLPEIMNITEVKKIYKLSSQEESIGTLLDAIICRMSTKDVL. Result: 0 (no interaction). (5) The miRNA is mmu-miR-7229-3p with sequence UACACAGACCAGUGACUUUCUGCA. The protein sequence of the target gene is MSLTNTKTGFSVKDILDLPDTNDEDGSVAEGPEEESEGPEPAKRAGPLGQGALDAVQSLPLKSPFYDSSDNPYTRWLASTEGLQYSLHGLAASAPPQDSSSKSPEPSADESPDNDKETQGGGGDAGKKRKRRVLFSKAQTYELERRFRQQRYLSAPEREHLASLIRLTPTQVKIWFQNHRYKMKRARAEKGMEVTPLPSPRRVAVPVLVRDGKPCHALKAQDLAAATFQAGIPFSAYSAQSLQHMQYNAQYSSASTPQYPTAHPLVQAQQWTW. Result: 0 (no interaction).